Predict the reaction yield, written as a fraction of the theoretical maximum amount of product (1.0 means a 100% yield; for example, 0.34 means a 34% yield). From a dataset of Reaction yield outcomes from USPTO patents with 853,638 reactions. (1) The reactants are [Br:1][C:2]1[CH:9]=[CH:8][C:5]([CH:6]=O)=[C:4]([F:10])[CH:3]=1.[CH3:11][C:12]([S@:15]([NH2:17])=[O:16])([CH3:14])[CH3:13]. The catalyst is S([O-])([O-])(=O)=O.[Cu+2].ClCCCl. The product is [Br:1][C:2]1[CH:9]=[CH:8][C:5](/[CH:6]=[N:17]/[S@@:15]([C:12]([CH3:14])([CH3:13])[CH3:11])=[O:16])=[C:4]([F:10])[CH:3]=1. The yield is 1.03. (2) The reactants are [NH2:1][C:2]1[CH:3]=[CH:4][C:5]([Cl:9])=[C:6]([OH:8])[CH:7]=1.Br[CH:11]([CH3:13])[CH3:12].C([O-])([O-])=O.[K+].[K+]. The catalyst is CC#N. The product is [Cl:9][C:5]1[CH:4]=[CH:3][C:2]([NH2:1])=[CH:7][C:6]=1[O:8][CH:11]([CH3:13])[CH3:12]. The yield is 0.870. (3) The reactants are [NH:1]1[CH2:6][CH2:5][O:4][CH2:3][CH2:2]1.[Br:7][C:8]1[CH:13]=[CH:12][C:11]([CH2:14][CH2:15][C:16](Cl)=[O:17])=[CH:10][CH:9]=1. The catalyst is ClCCl.O. The product is [Br:7][C:8]1[CH:9]=[CH:10][C:11]([CH2:14][CH2:15][C:16]([N:1]2[CH2:6][CH2:5][O:4][CH2:3][CH2:2]2)=[O:17])=[CH:12][CH:13]=1. The yield is 0.930. (4) The product is [OH:39][C:32]1[CH:31]=[CH:30][C:29]([NH:28][C:23](=[O:25])[CH:22]([O:21][CH2:1][CH2:2][CH2:3][CH2:4]/[CH:5]=[CH:6]\[CH2:7]/[CH:8]=[CH:9]\[CH2:10]/[CH:11]=[CH:12]\[CH2:13]/[CH:14]=[CH:15]\[CH2:16]/[CH:17]=[CH:18]\[CH2:19][CH3:20])[CH2:26][CH3:27])=[CH:38][C:33]=1[C:34]([O:36][CH3:37])=[O:35]. The catalyst is CC#N. The reactants are [CH2:1]([O:21][CH:22]([CH2:26][CH3:27])[C:23]([OH:25])=O)[CH2:2][CH2:3][CH2:4]/[CH:5]=[CH:6]\[CH2:7]/[CH:8]=[CH:9]\[CH2:10]/[CH:11]=[CH:12]\[CH2:13]/[CH:14]=[CH:15]\[CH2:16]/[CH:17]=[CH:18]\[CH2:19][CH3:20].[NH2:28][C:29]1[CH:38]=[C:33]([C:34]([O:36][CH3:37])=[O:35])[C:32]([OH:39])=[CH:31][CH:30]=1.CN(C(ON1N=NC2C=CC=NC1=2)=[N+](C)C)C.F[P-](F)(F)(F)(F)F. The yield is 0.770. (5) The product is [F:7][C:8]1[CH:9]=[C:10]([CH:21]=[CH:22][CH:23]=1)[CH2:11][O:12][C:13]1[CH:20]=[CH:19][C:16]([CH2:17][NH2:18])=[CH:15][CH:14]=1. The catalyst is O1CCCC1.O. The reactants are [H-].[Al+3].[Li+].[H-].[H-].[H-].[F:7][C:8]1[CH:9]=[C:10]([CH:21]=[CH:22][CH:23]=1)[CH2:11][O:12][C:13]1[CH:20]=[CH:19][C:16]([C:17]#[N:18])=[CH:15][CH:14]=1.CO.[Cl-].[NH4+]. The yield is 0.440. (6) The reactants are Br[C:2]1[CH:3]=[CH:4][C:5]([N+:9]([O-:11])=[O:10])=[C:6]([NH2:8])[CH:7]=1.[CH2:12]([OH:15])[C:13]#[CH:14]. The catalyst is COCCOC.C(N(CC)CC)C.ClCCl.C1C=CC(P(C2C=CC=CC=2)C2C=CC=CC=2)=CC=1.C1C=CC(P(C2C=CC=CC=2)C2C=CC=CC=2)=CC=1.C1C=CC(P(C2C=CC=CC=2)C2C=CC=CC=2)=CC=1.C1C=CC(P(C2C=CC=CC=2)C2C=CC=CC=2)=CC=1.[Pd].[Cu]I. The product is [NH2:8][C:6]1[CH:7]=[C:2]([C:14]#[C:13][CH2:12][OH:15])[CH:3]=[CH:4][C:5]=1[N+:9]([O-:11])=[O:10]. The yield is 0.830. (7) The reactants are F.F.F.C(N(CC)CC)C.[Si]([O:28][CH2:29][C@H:30]1[O:34][C@@H:33]([N:35]2[CH:42]=[C:41]([CH3:43])[C:39](=[O:40])[NH:38][C:36]2=[O:37])[C@H:32]([O:44][CH2:45][CH2:46][O:47][N:48]([CH3:50])[CH3:49])[C@@H:31]1[OH:51])(C(C)(C)C)(C1C=CC=CC=1)C1C=CC=CC=1.CO. The catalyst is C1COCC1.C(Cl)Cl. The product is [CH3:49][N:48]([CH3:50])[O:47][CH2:46][CH2:45][O:44][C@@H:32]1[C@H:31]([OH:51])[C@@H:30]([CH2:29][OH:28])[O:34][C@H:33]1[N:35]1[CH:42]=[C:41]([CH3:43])[C:39](=[O:40])[NH:38][C:36]1=[O:37]. The yield is 0.925.